Dataset: Drug-target binding data from BindingDB using Ki measurements. Task: Regression. Given a target protein amino acid sequence and a drug SMILES string, predict the binding affinity score between them. We predict pKi (pKi = -log10(Ki in M); higher means stronger inhibition). Dataset: bindingdb_ki. The small molecule is CN(C)CC[C@H](CSc1ccccc1)Nc1ccc(S(=O)(=O)NC(=O)c2ccc(N3CCN(Cc4ccccc4-c4ccc(Cl)cc4)CC3)cc2)cc1[N+](=O)[O-]. The target protein sequence is MADPLRERTELLLADYLGYCAREPGTPEPAPSTPEAAVLRSAAARLRQIHRSFFSAYLGYPGNRFELVALMADSVLSDSPGPTWGRVVTLVTFAGTLLERGPLVTARWKKWGFQPRLKEQEGDVARDCQRLVALLSSRLMGQHRAWLQAQGGWDGFCHFFRTPFPLAFWRKQLVQAFLSCLLTTAFIYLWTRLL. The pKi is 9.0.